From a dataset of Catalyst prediction with 721,799 reactions and 888 catalyst types from USPTO. Predict which catalyst facilitates the given reaction. (1) Reactant: [F:1][C:2]([F:19])([F:18])[C:3]1[C:4]2[CH:16]3[CH2:17][CH:15]3[CH2:14][C:5]=2[N:6]([CH2:8][C:9]([O:11][CH2:12][CH3:13])=[O:10])[N:7]=1.[O:20]=[Si]=O.C1C=C[NH+]=CC=1.C1C=C[NH+]=CC=1.[O-][Cr](O[Cr]([O-])(=O)=O)(=O)=O.C(OO)(C)(C)C. Product: [O:20]=[C:14]1[C:5]2[N:6]([CH2:8][C:9]([O:11][CH2:12][CH3:13])=[O:10])[N:7]=[C:3]([C:2]([F:18])([F:1])[F:19])[C:4]=2[CH:16]2[CH2:17][CH:15]12. The catalyst class is: 48. (2) Reactant: Cl[C:2]1[CH:7]=[C:6]([C:8]2[C:13]([CH3:14])=[CH:12][C:11]([CH3:15])=[CH:10][N:9]=2)[C:5]([Cl:16])=[CH:4][N:3]=1.[F-].[Cs+].[N:19]1[C:20]([CH2:28][OH:29])=[CH:21][N:22]2[CH2:27][CH2:26][NH:25][CH2:24][C:23]=12.C(OCC)(=O)C. Product: [Cl:16][C:5]1[C:6]([C:8]2[C:13]([CH3:14])=[CH:12][C:11]([CH3:15])=[CH:10][N:9]=2)=[CH:7][C:2]([N:25]2[CH2:26][CH2:27][N:22]3[CH:21]=[C:20]([CH2:28][OH:29])[N:19]=[C:23]3[CH2:24]2)=[N:3][CH:4]=1. The catalyst class is: 58. (3) Reactant: [CH2:1]([O:8][C:9]([NH:11][C@@H:12]([CH2:16][C:17]1[CH:22]=[CH:21][C:20]([C:23]2[N:28]=[CH:27][C:26]([C:29]3[CH:34]=[CH:33][C:32]([O:35][CH2:36][CH2:37][CH2:38][CH2:39][CH2:40][CH2:41][CH3:42])=[CH:31][CH:30]=3)=[CH:25][N:24]=2)=[CH:19][CH:18]=1)[C:13](O)=[O:14])=[O:10])[C:2]1[CH:7]=[CH:6][CH:5]=[CH:4][CH:3]=1.[NH:43]1[CH2:46][CH:45]([C:47]([O:49][C:50]([CH3:53])([CH3:52])[CH3:51])=[O:48])[CH2:44]1.CCN(C(C)C)C(C)C.CN(C(ON1N=NC2C=CC=NC1=2)=[N+](C)C)C.F[P-](F)(F)(F)(F)F. Product: [CH2:1]([O:8][C:9]([NH:11][C@@H:12]([CH2:16][C:17]1[CH:22]=[CH:21][C:20]([C:23]2[N:24]=[CH:25][C:26]([C:29]3[CH:30]=[CH:31][C:32]([O:35][CH2:36][CH2:37][CH2:38][CH2:39][CH2:40][CH2:41][CH3:42])=[CH:33][CH:34]=3)=[CH:27][N:28]=2)=[CH:19][CH:18]=1)[C:13]([N:43]1[CH2:44][CH:45]([C:47]([O:49][C:50]([CH3:53])([CH3:52])[CH3:51])=[O:48])[CH2:46]1)=[O:14])=[O:10])[C:2]1[CH:3]=[CH:4][CH:5]=[CH:6][CH:7]=1. The catalyst class is: 3. (4) Reactant: [F:1][C:2]([F:18])([F:17])[O:3][C:4]1[CH:5]=[CH:6][C:7]2[O:12][CH:11]([C:13]([OH:15])=O)[CH2:10][NH:9][C:8]=2[CH:16]=1.[Br:19][C:20]1[CH:26]=[C:25]([CH3:27])[CH:24]=[CH:23][C:21]=1[NH2:22].N1C=CC=CC=1.C(P1(=O)OP(CCC)(=O)OP(CCC)(=O)O1)CC. Product: [Br:19][C:20]1[CH:26]=[C:25]([CH3:27])[CH:24]=[CH:23][C:21]=1[NH:22][C:13]([CH:11]1[O:12][C:7]2[CH:6]=[CH:5][C:4]([O:3][C:2]([F:1])([F:18])[F:17])=[CH:16][C:8]=2[NH:9][CH2:10]1)=[O:15]. The catalyst class is: 504.